Dataset: Forward reaction prediction with 1.9M reactions from USPTO patents (1976-2016). Task: Predict the product of the given reaction. Given the reactants C(O[CH:9]1[C:14](=[O:15])[NH:13][C:12]2[CH:16]=[CH:17][CH:18]=[C:19]([C:20](=[O:26])[CH:21](OCC)O)[C:11]=2[O:10]1)C1C=CC=CC=1.[F:27][C:28]1[CH:33]=[C:32]([F:34])[CH:31]=[CH:30][C:29]=1[CH2:35][C:36]([NH2:39])([CH3:38])[CH3:37].Cl, predict the reaction product. The product is: [CH2:20]([O:26][C:17]1[CH:18]=[C:19]([CH:20]([OH:26])[CH2:21][NH:39][C:36]([CH3:37])([CH3:38])[CH2:35][C:29]2[CH:30]=[CH:31][C:32]([F:34])=[CH:33][C:28]=2[F:27])[C:11]2[O:10][CH2:9][C:14](=[O:15])[NH:13][C:12]=2[CH:16]=1)[C:19]1[CH:11]=[CH:12][CH:16]=[CH:17][CH:18]=1.